From a dataset of Catalyst prediction with 721,799 reactions and 888 catalyst types from USPTO. Predict which catalyst facilitates the given reaction. Reactant: S(Cl)(Cl)=O.Cl.[CH3:6][N:7]([CH2:9][C:10]1[CH:18]=[CH:17][C:13]([C:14]([OH:16])=[O:15])=[CH:12][CH:11]=1)[CH3:8].C(O)CCCCCCC/C=C\CCCCCCCC. The catalyst class is: 10. Product: [CH3:8][N:7]([CH2:9][C:10]1[CH:18]=[CH:17][C:13]([C:14]([OH:16])=[O:15])=[CH:12][CH:11]=1)[CH3:6].